From a dataset of Catalyst prediction with 721,799 reactions and 888 catalyst types from USPTO. Predict which catalyst facilitates the given reaction. (1) Reactant: [NH2:1][C:2]1[CH:14]=[CH:13][C:5]2[N:6]([CH3:12])[C:7](=[O:11])[CH2:8][CH2:9][CH2:10][C:4]=2[CH:3]=1.Cl[C:16]1[N:21]=[C:20]([NH:22][C:23]2[CH:28]=[CH:27][CH:26]=[CH:25][C:24]=2[S:29]([NH:32][CH3:33])(=[O:31])=[O:30])[C:19]([Cl:34])=[CH:18][N:17]=1.Cl.O1CCOCC1. Product: [Cl:34][C:19]1[C:20]([NH:22][C:23]2[CH:28]=[CH:27][CH:26]=[CH:25][C:24]=2[S:29]([NH:32][CH3:33])(=[O:31])=[O:30])=[N:21][C:16]([NH:1][C:2]2[CH:14]=[CH:13][C:5]3[N:6]([CH3:12])[C:7](=[O:11])[CH2:8][CH2:9][CH2:10][C:4]=3[CH:3]=2)=[N:17][CH:18]=1. The catalyst class is: 141. (2) Reactant: C(OC1C=CC(CO)=CC=1)CC1C=CC=CC=1.[CH3:18][O:19][C:20](=[O:29])[C:21]1[CH:26]=[CH:25][C:24]([CH:27]=O)=[CH:23][CH:22]=1.[CH3:30][NH:31][C:32]1[CH:37]=[CH:36][CH:35]=[CH:34][CH:33]=1.C(O[BH-](OC(=O)C)OC(=O)C)(=O)C.[Na+]. Product: [CH3:18][O:19][C:20](=[O:29])[C:21]1[CH:26]=[CH:25][C:24]([CH2:27][N:31]([CH3:30])[C:32]2[CH:37]=[CH:36][CH:35]=[CH:34][CH:33]=2)=[CH:23][CH:22]=1. The catalyst class is: 26. (3) Reactant: [C:1]([C:3]1[S:4][C:5]2[CH:11]=[C:10]([OH:12])[CH:9]=[CH:8][C:6]=2[N:7]=1)#[N:2].C(=O)([O-])[O-].[K+].[K+].Br[CH2:20][CH2:21][Cl:22]. Product: [Cl:22][CH2:21][CH2:20][O:12][C:10]1[CH:9]=[CH:8][C:6]2[N:7]=[C:3]([C:1]#[N:2])[S:4][C:5]=2[CH:11]=1. The catalyst class is: 21. (4) Reactant: [C:1](=[O:4])([O-])[O-:2].[K+].[K+].[Cl:7][C:8]1[C:16]([Cl:17])=[C:15]2[C:11]([CH2:12][CH:13]([CH2:19][CH2:20][CH3:21])[C:14]2=O)=[CH:10][C:9]=1O.BrC[C:25]1[CH:32]=[CH:31][C:28]([C:29]#[N:30])=[CH:27][CH:26]=1. Product: [Cl:7][C:8]1[C:16]([Cl:17])=[C:15]2[C:11]([CH2:12][CH:13]([CH2:19][CH2:20][CH3:21])[CH2:14]2)=[CH:10][C:9]=1[O:2][C:1]([C:25]1[CH:32]=[CH:31][C:28]([C:29]#[N:30])=[CH:27][CH:26]=1)=[O:4]. The catalyst class is: 21. (5) Reactant: [F:1][C:2]1[CH:3]=[CH:4][C:5]([N+:9]([O-:11])=[O:10])=[C:6]([OH:8])[CH:7]=1.[CH2:12](I)[C:13]1[CH:18]=[CH:17][CH:16]=[CH:15][CH:14]=1.C(=O)([O-])[O-].[K+].[K+]. Product: [F:1][C:2]1[CH:3]=[CH:4][C:5]([N+:9]([O-:11])=[O:10])=[C:6]([O:8][CH2:12][C:13]2[CH:18]=[CH:17][CH:16]=[CH:15][CH:14]=2)[CH:7]=1. The catalyst class is: 9. (6) Reactant: [Cl:1][C:2]1[CH:11]=[C:10]([S:12][CH3:13])[CH:9]=[CH:8][C:3]=1[C:4]([NH:6][NH2:7])=[O:5].[CH3:14][C@@H:15]([CH2:23][CH2:24][CH3:25])[CH:16]([CH2:19][C:20](=O)[CH3:21])[CH:17]=O.Cl.C(=O)(O)[O-].[Na+]. Product: [Cl:1][C:2]1[CH:11]=[C:10]([S:12][CH3:13])[CH:9]=[CH:8][C:3]=1[C:4]([NH:6][N:7]1[CH:14]=[C:15]([C@@H:16]([CH3:17])[CH2:19][CH2:20][CH3:21])[CH:23]=[C:24]1[CH3:25])=[O:5]. The catalyst class is: 132. (7) Reactant: [F:1][CH:2]([F:12])[C:3]1[C:7]([C:8](Cl)=[O:9])=[CH:6][N:5]([CH3:11])[N:4]=1.[CH3:13][O:14][N:15]=[CH:16][C:17]1[CH:22]=[C:21]([Cl:23])[C:20]([O:24][CH2:25][C@@H:26]2[CH2:30][CH2:29][CH2:28][NH:27]2)=[C:19]([Cl:31])[CH:18]=1.C(N(CC)CC)C. Product: [CH3:13][O:14][N:15]=[CH:16][C:17]1[CH:22]=[C:21]([Cl:23])[C:20]([O:24][CH2:25][C@@H:26]2[CH2:30][CH2:29][CH2:28][N:27]2[C:8]([C:7]2[C:3]([CH:2]([F:12])[F:1])=[N:4][N:5]([CH3:11])[CH:6]=2)=[O:9])=[C:19]([Cl:31])[CH:18]=1. The catalyst class is: 4.